This data is from Drug-target binding data from BindingDB using Ki measurements. The task is: Regression. Given a target protein amino acid sequence and a drug SMILES string, predict the binding affinity score between them. We predict pKi (pKi = -log10(Ki in M); higher means stronger inhibition). Dataset: bindingdb_ki. (1) The drug is NS(=O)(=O)c1ccccc1/N=C1\C(=O)Nc2ccccc21. The target protein sequence is MTKDTIFTLTGKCALDNILDANRQWAQAMHRSQPQLFPTNGQGQDPHTLFIGCSDSRYNEDCLGVLPGEIFTLKTVANICHTDDHSLLATLEFAILNLKVNRIILCGHTDCGGIKTCLLGRESIKESCPHLYEHLDDIEDLVESHESELNQLDNICSKSKLMSHRNVERQLQRLLQIPVVQDALRNSNQDHEFNIFGLVYNVDSGLVDVVREVYGNQQK. The pKi is 7.2. (2) The drug is CC(C)CN(C[C@@H](O)[C@H](Cc1ccccc1)NC(=O)c1cccc(O)c1)S(=O)(=O)c1ccc(-c2ccno2)s1. The pKi is 7.9. The target protein sequence is PQITLWQRPLVTVKIGGQLREALLDTGADDTVLEDINLPGKWKPKMIGGVGGFIKVKQYEQVLIEICGKKVIGTVLVGPTPVNIIGRNMLTQIGCTLNF.